From a dataset of Catalyst prediction with 721,799 reactions and 888 catalyst types from USPTO. Predict which catalyst facilitates the given reaction. (1) Reactant: [Cl:1][C:2]1[CH:7]=[CH:6][C:5]([C:8]2[C:17]3[CH2:16][CH2:15][NH:14][CH2:13][CH2:12][C:11]=3[N:10]([CH2:18][C:19]3[CH:24]=[CH:23][CH:22]=[C:21]([O:25]C)[CH:20]=3)[N:9]=2)=[CH:4][CH:3]=1.B(Br)(Br)Br.C([O-])(O)=O.[Na+]. Product: [Cl:1][C:2]1[CH:7]=[CH:6][C:5]([C:8]2[C:17]3[CH2:16][CH2:15][NH:14][CH2:13][CH2:12][C:11]=3[N:10]([CH2:18][C:19]3[CH:20]=[C:21]([OH:25])[CH:22]=[CH:23][CH:24]=3)[N:9]=2)=[CH:4][CH:3]=1. The catalyst class is: 2. (2) Reactant: [N+:1]([C:4]1[CH:17]=[C:16]2[C:11]([N:12]=[CH:13][CH:14]=[CH:15]2)=[C:10]2[C:5]=1[CH:6]=[CH:7][CH:8]=[N:9]2)([O-])=O.O.NN. Product: [N:9]1[C:10]2[C:11]3[C:16](=[CH:15][CH:14]=[CH:13][N:12]=3)[CH:17]=[C:4]([NH2:1])[C:5]=2[CH:6]=[CH:7][CH:8]=1. The catalyst class is: 50. (3) Reactant: [F:1][C:2]1[CH:7]=[C:6]([N+:8]([O-:10])=[O:9])[CH:5]=[CH:4][C:3]=1[OH:11].[CH2:12](Br)[C:13]1[CH:18]=[CH:17][CH:16]=[CH:15][CH:14]=1.C(=O)([O-])[O-].[K+].[K+]. Product: [F:1][C:2]1[CH:7]=[C:6]([N+:8]([O-:10])=[O:9])[CH:5]=[CH:4][C:3]=1[O:11][CH2:12][C:13]1[CH:18]=[CH:17][CH:16]=[CH:15][CH:14]=1. The catalyst class is: 21. (4) Product: [CH2:1]([O:3][C:14]1[CH:13]=[C:9]([CH:8]=[CH:7][C:15]=1[N+:16]([O-:18])=[O:17])[C:10]([NH2:12])=[O:11])[CH3:2]. The catalyst class is: 1. Reactant: [CH2:1]([OH:3])[CH3:2].[H-].[Na+].F[C:7]1[CH:8]=[C:9]([CH:13]=[CH:14][C:15]=1[N+:16]([O-:18])=[O:17])[C:10]([NH2:12])=[O:11]. (5) Reactant: [P:1]([Cl:5])(Cl)([Cl:3])=[O:2].[C:6]1([OH:12])[CH:11]=[CH:10][CH:9]=[CH:8][CH:7]=1.C(N(CC)CC)C. Product: [P:1]([Cl:5])([Cl:3])(=[O:2])[O:12][C:6]1[CH:11]=[CH:10][CH:9]=[CH:8][CH:7]=1. The catalyst class is: 27. (6) Reactant: [CH3:1][P:2](=[O:7])([O:5][CH3:6])[O:3][CH3:4].[Li]CCCC.[CH2:13]1[C:15]2([CH2:20][CH2:19][CH:18]([C:21](OCC)=[O:22])[CH2:17][CH2:16]2)[CH2:14]1. Product: [O:22]=[C:21]([CH:18]1[CH2:19][CH2:20][C:15]2([CH2:13][CH2:14]2)[CH2:16][CH2:17]1)[CH2:1][P:2](=[O:7])([O:5][CH3:6])[O:3][CH3:4]. The catalyst class is: 1. (7) Reactant: [C:1]([CH:3]([CH:7]1[C:11]([Cl:12])=[C:10](Cl)C(=O)O1)[C:4]([NH2:6])=[O:5])#[N:2].[F:15][C:16]1[CH:21]=[C:20]([F:22])[CH:19]=[CH:18][C:17]=1[C@H:23]([NH2:25])[CH3:24].C(=O)([O-])[O-].[K+].[K+]. Product: [ClH:12].[Cl:12][C:11]1[CH:7]=[C:3]([C:4]([NH2:6])=[O:5])[C:1](=[NH:2])[N:25]([C@@H:23]([C:17]2[CH:18]=[CH:19][C:20]([F:22])=[CH:21][C:16]=2[F:15])[CH3:24])[CH:10]=1. The catalyst class is: 8.